This data is from Reaction yield outcomes from USPTO patents with 853,638 reactions. The task is: Predict the reaction yield, written as a fraction of the theoretical maximum amount of product (1.0 means a 100% yield; for example, 0.34 means a 34% yield). (1) The reactants are [CH2:1]([N:8]1[C:12]([CH3:13])=[C:11]([C:14]([O:16]C)=[O:15])[CH:10]=[N:9]1)[C:2]1[CH:7]=[CH:6][CH:5]=[CH:4][CH:3]=1.O.[OH-].[Li+].O1CCCC1.Cl. The catalyst is O.CO. The product is [CH2:1]([N:8]1[C:12]([CH3:13])=[C:11]([C:14]([OH:16])=[O:15])[CH:10]=[N:9]1)[C:2]1[CH:7]=[CH:6][CH:5]=[CH:4][CH:3]=1. The yield is 0.400. (2) The product is [CH3:19][O:20][N:9]([CH3:11])[C:8]([C:7]1[CH:6]=[N:5][CH:4]=[N:3][CH:2]=1)=[O:28]. The yield is 0.210. The catalyst is CN(C1C=CN=CC=1)C. The reactants are C[CH2:2][N:3]=[C:4]=[N:5][CH2:6][CH2:7][CH2:8][N:9]([CH3:11])C.C(N(CC)CC)C.[C:19]([O-])(O)=[O:20].[Na+].CN(C=[O:28])C. (3) The reactants are [CH2:1]([O:8][C:9]([N:11]1[CH2:16][CH2:15][NH:14][C:13](=[O:17])[CH2:12]1)=[O:10])[C:2]1[CH:7]=[CH:6][CH:5]=[CH:4][CH:3]=1.F[B-](F)(F)F.[CH2:23]([O+](CC)CC)[CH3:24]. The catalyst is ClCCl. The product is [CH2:1]([O:8][C:9]([N:11]1[CH2:12][C:13]([O:17][CH2:23][CH3:24])=[N:14][CH2:15][CH2:16]1)=[O:10])[C:2]1[CH:3]=[CH:4][CH:5]=[CH:6][CH:7]=1. The yield is 0.950. (4) The reactants are CC1C=CC([NH:8][C:9](=[O:21])[C:10]2[CH:15]=[CH:14][N:13]=[C:12]([N:16]3[CH2:20][CH2:19][CH2:18][CH2:17]3)[CH:11]=2)=CC=1C1C=CC(C(O)=O)=CC=1.CN(C(ON1N=NC2C=CC=NC1=2)=[N+](C)C)C.F[P-](F)(F)(F)(F)F.C1C=CC2N(O)N=NC=2C=1.CCN(C(C)C)C(C)C. The catalyst is CN(C=O)C. The product is [N:16]1([C:12]2[CH:11]=[C:10]([CH:15]=[CH:14][N:13]=2)[C:9]([NH2:8])=[O:21])[CH2:20][CH2:19][CH2:18][CH2:17]1. The yield is 0.890.